From a dataset of Peptide-MHC class I binding affinity with 185,985 pairs from IEDB/IMGT. Regression. Given a peptide amino acid sequence and an MHC pseudo amino acid sequence, predict their binding affinity value. This is MHC class I binding data. The peptide sequence is ILIFLRNFR. The MHC is HLA-A03:01 with pseudo-sequence HLA-A03:01. The binding affinity (normalized) is 0.0847.